From a dataset of Forward reaction prediction with 1.9M reactions from USPTO patents (1976-2016). Predict the product of the given reaction. (1) Given the reactants [Cl:1][C:2]1[CH:7]=[CH:6][C:5]([N+:8]([O-:10])=[O:9])=[CH:4][C:3]=1[CH3:11].[Br:12]N1C(=O)CCC1=O.C(OOC(=O)C1C=CC=CC=1)(=O)C1C=CC=CC=1, predict the reaction product. The product is: [Br:12][CH2:11][C:3]1[CH:4]=[C:5]([N+:8]([O-:10])=[O:9])[CH:6]=[CH:7][C:2]=1[Cl:1]. (2) Given the reactants O.[OH-].[Cs+].[CH:4]1([NH2:7])[CH2:6][CH2:5]1.Br[CH2:9][CH2:10][CH2:11][C:12]([O:14][CH2:15][CH3:16])=[O:13], predict the reaction product. The product is: [CH:4]1([NH:7][CH2:9][CH2:10][CH2:11][C:12]([O:14][CH2:15][CH3:16])=[O:13])[CH2:6][CH2:5]1. (3) Given the reactants Cl.Br[C:3]1[CH:4]=[CH:5][C:6]2[N:7]([C:9]([CH:12]([CH3:14])[CH3:13])=[N:10][N:11]=2)[CH:8]=1.C([Mg][Cl:19])(C)C.C(OCC)C.[CH2:25]([S:29][S:29][CH2:25][CH2:26][CH2:27][CH3:28])[CH2:26][CH2:27][CH3:28], predict the reaction product. The product is: [ClH:19].[CH2:25]([S:29][C:3]1[CH:4]=[CH:5][C:6]2[N:7]([C:9]([CH:12]([CH3:14])[CH3:13])=[N:10][N:11]=2)[CH:8]=1)[CH2:26][CH2:27][CH3:28].